From a dataset of Reaction yield outcomes from USPTO patents with 853,638 reactions. Predict the reaction yield, written as a fraction of the theoretical maximum amount of product (1.0 means a 100% yield; for example, 0.34 means a 34% yield). (1) The reactants are [CH3:1][C:2]([N:5]1[C:9]2[N:10]=[C:11]([C:29]3[CH:34]=[CH:33][C:32]([O:35][CH2:36][C:37]4[CH:42]=[CH:41][CH:40]=[CH:39][CH:38]=4)=[C:31]([CH3:43])[CH:30]=3)[C:12]3[C:13]([F:28])=[CH:14][C:15]([O:20][CH2:21][CH:22]4[CH2:27][CH2:26][NH:25][CH2:24][CH2:23]4)=[C:16]([O:18][CH3:19])[C:17]=3[C:8]=2[C:7]([CH3:44])=[N:6]1)([CH3:4])[CH3:3].Cl[CH:46](Cl)C.C=O.C(O[BH-](OC(=O)C)OC(=O)C)(=O)C.[Na+]. The catalyst is C(Cl)Cl.O. The yield is 0.520. The product is [CH3:4][C:2]([N:5]1[C:9]2[N:10]=[C:11]([C:29]3[CH:34]=[CH:33][C:32]([O:35][CH2:36][C:37]4[CH:38]=[CH:39][CH:40]=[CH:41][CH:42]=4)=[C:31]([CH3:43])[CH:30]=3)[C:12]3[C:13]([F:28])=[CH:14][C:15]([O:20][CH2:21][CH:22]4[CH2:23][CH2:24][N:25]([CH3:46])[CH2:26][CH2:27]4)=[C:16]([O:18][CH3:19])[C:17]=3[C:8]=2[C:7]([CH3:44])=[N:6]1)([CH3:1])[CH3:3]. (2) The reactants are C[O:2][C:3](=[O:36])[CH:4]([CH2:24][CH:25]=[CH:26][CH2:27][P:28]([O:33]CC)([O:30][CH2:31][CH3:32])=[O:29])[CH2:5][C:6]([CH3:23])=[CH:7][CH2:8][C:9]1[C:10]([OH:22])=[C:11]2[C:15](=[C:16]([CH3:20])[C:17]=1[O:18][CH3:19])[CH2:14][O:13][C:12]2=[O:21].[OH-].[Li+]. The catalyst is CO.O. The product is [CH2:31]([O:30][P:28]([CH2:27][CH:26]=[CH:25][CH2:24][CH:4]([CH2:5][C:6]([CH3:23])=[CH:7][CH2:8][C:9]1[C:10]([OH:22])=[C:11]2[C:15](=[C:16]([CH3:20])[C:17]=1[O:18][CH3:19])[CH2:14][O:13][C:12]2=[O:21])[C:3]([OH:36])=[O:2])([OH:33])=[O:29])[CH3:32]. The yield is 0.890. (3) The reactants are Br[C:2]1[CH:7]=[CH:6][C:5]([Cl:8])=[C:4]([Cl:9])[CH:3]=1.[C:10]([Si:14]([CH3:30])([CH3:29])[O:15][CH2:16][CH2:17]/[CH:18]=[CH:19]/B1OC(C)(C)C(C)(C)O1)([CH3:13])([CH3:12])[CH3:11].[F-].[K+].C(P(C(C)(C)C)C1C=CC=CC=1C1C=CC=CC=1)(C)(C)C.O. The catalyst is C(OCC)(=O)C.CC([O-])=O.CC([O-])=O.[Pd+2].C1COCC1. The product is [C:10]([Si:14]([O:15][CH2:16][CH2:17]/[CH:18]=[CH:19]/[C:2]1[CH:7]=[CH:6][C:5]([Cl:8])=[C:4]([Cl:9])[CH:3]=1)([CH3:29])[CH3:30])([CH3:12])([CH3:13])[CH3:11]. The yield is 0.670. (4) The reactants are [I-].[CH:2]1([CH2:7][P+](C2C=CC=CC=2)(C2C=CC=CC=2)C2C=CC=CC=2)[CH2:6][CH2:5][CH2:4][CH2:3]1.C[Si]([N-][Si](C)(C)C)(C)C.[Na+].[CH2:37]([O:39][C:40](=[O:52])[C:41]([C:43]1[CH:48]=[CH:47][C:46]([S:49][CH2:50][CH3:51])=[CH:45][CH:44]=1)=O)[CH3:38]. The catalyst is O1CCCC1. The product is [CH2:37]([O:39][C:40](=[O:52])[C:41]([C:43]1[CH:48]=[CH:47][C:46]([S:49][CH2:50][CH3:51])=[CH:45][CH:44]=1)=[CH:7][CH:2]1[CH2:6][CH2:5][CH2:4][CH2:3]1)[CH3:38]. The yield is 0.500.